This data is from Forward reaction prediction with 1.9M reactions from USPTO patents (1976-2016). The task is: Predict the product of the given reaction. Given the reactants [CH:1]([N:4]1[C:8]2[CH:9]=[CH:10][C:11]([N:13]3[CH:18]=[C:17]([C:19]([O:21][CH2:22][CH3:23])=[O:20])[C:16](=[O:24])[NH:15][C:14]3=[O:25])=[CH:12][C:7]=2[N:6]=[CH:5]1)([CH3:3])[CH3:2].Br[CH2:27][C:28]1[CH:33]=[CH:32][CH:31]=[C:30]([Cl:34])[C:29]=1[Cl:35], predict the reaction product. The product is: [Cl:35][C:29]1[C:30]([Cl:34])=[CH:31][CH:32]=[CH:33][C:28]=1[CH2:27][N:15]1[C:16](=[O:24])[C:17]([C:19]([O:21][CH2:22][CH3:23])=[O:20])=[CH:18][N:13]([C:11]2[CH:10]=[CH:9][C:8]3[N:4]([CH:1]([CH3:2])[CH3:3])[CH:5]=[N:6][C:7]=3[CH:12]=2)[C:14]1=[O:25].